Predict the reaction yield, written as a fraction of the theoretical maximum amount of product (1.0 means a 100% yield; for example, 0.34 means a 34% yield). From a dataset of Reaction yield outcomes from USPTO patents with 853,638 reactions. (1) The reactants are [C:1]([NH:6][CH2:7][CH2:8][CH2:9][CH2:10][CH2:11][CH2:12][CH2:13][CH2:14][CH2:15][CH2:16][C:17]([OH:19])=[O:18])(=[O:5])[C:2]([CH3:4])=[CH2:3].[C:20]([O:25][CH2:26][CH2:27][CH2:28][S:29]([O-:32])(=[O:31])=[O:30])(=[O:24])[C:21]([CH3:23])=[CH2:22].[K+:33].C(OCC)(=O)C. The catalyst is CO.N(C(C)(C)C#N)=NC(C)(C)C#N. The product is [C:1]([NH:6][CH2:7][CH2:8][CH2:9][CH2:10][CH2:11][CH2:12][CH2:13][CH2:14][CH2:15][CH2:16][C:17]([OH:19])=[O:18])(=[O:5])[C:2]([CH3:4])=[CH2:3].[C:20]([O:25][CH2:26][CH2:27][CH2:28][S:29]([O-:32])(=[O:30])=[O:31])(=[O:24])[C:21]([CH3:23])=[CH2:22].[K+:33]. The yield is 0.924. (2) The yield is 0.337. The reactants are Cl[C:2]1[C:7]([N+:8]([O-:10])=[O:9])=[CH:6][C:5]([C:11]([F:14])([F:13])[F:12])=[CH:4][N:3]=1.[CH3:15][N:16]1C(=O)CCC1.C([Cu])#N. The product is [N+:8]([C:7]1[C:2]([C:15]#[N:16])=[N:3][CH:4]=[C:5]([C:11]([F:14])([F:13])[F:12])[CH:6]=1)([O-:10])=[O:9]. The catalyst is CCOC(C)=O. (3) The reactants are [CH3:1][O:2][CH:3]([O:13][CH3:14])[CH2:4][C:5]1[CH:10]=[CH:9][CH:8]=[C:7]([NH2:11])[C:6]=1[NH2:12].[C:15](N1C=CN=C1)(N1C=CN=C1)=[O:16]. No catalyst specified. The product is [CH3:14][O:13][CH:3]([O:2][CH3:1])[CH2:4][C:5]1[C:6]2[NH:12][C:15](=[O:16])[NH:11][C:7]=2[CH:8]=[CH:9][CH:10]=1. The yield is 0.380. (4) The reactants are [Cl-].[CH2:2]([NH:4][C:5](=[O:11])[CH2:6][CH2:7][CH2:8][NH2+:9][CH3:10])[CH3:3].[CH3:12][N:13]1[C:25]2[CH2:24][CH2:23][CH:22]([CH:26]3[CH2:31][CH2:30][O:29][CH2:28][CH2:27]3)[CH2:21][C:20]=2[C:19]2[C:14]1=[CH:15][CH:16]=[C:17]([C:32]([OH:34])=O)[CH:18]=2.CCN(C(C)C)C(C)C.CN(C(ON1N=NC2C=CC=NC1=2)=[N+](C)C)C.F[P-](F)(F)(F)(F)F. The catalyst is CN(C=O)C. The product is [CH2:2]([NH:4][C:5](=[O:11])[CH2:6][CH2:7][CH2:8][N:9]([CH3:10])[C:32]([C:17]1[CH:18]=[C:19]2[C:14](=[CH:15][CH:16]=1)[N:13]([CH3:12])[C:25]1[CH2:24][CH2:23][CH:22]([CH:26]3[CH2:27][CH2:28][O:29][CH2:30][CH2:31]3)[CH2:21][C:20]2=1)=[O:34])[CH3:3]. The yield is 0.650. (5) The reactants are [CH3:1][NH:2][CH2:3][C:4]1[CH:5]=[C:6]([C:22]2[CH:27]=[CH:26][CH:25]=[CH:24][CH:23]=2)[N:7]([S:9]([C:12]2[CH:13]=[C:14]([CH:19]=[CH:20][CH:21]=2)[C:15]([O:17][CH3:18])=[O:16])(=[O:11])=[O:10])[CH:8]=1.[C:36](O[C:36]([O:38][C:39]([CH3:42])([CH3:41])[CH3:40])=[O:37])([O:38][C:39]([CH3:42])([CH3:41])[CH3:40])=[O:37]. No catalyst specified. The product is [C:39]([O:38][C:36]([N:2]([CH2:3][C:4]1[CH:5]=[C:6]([C:22]2[CH:27]=[CH:26][CH:25]=[CH:24][CH:23]=2)[N:7]([S:9]([C:12]2[CH:13]=[C:14]([CH:19]=[CH:20][CH:21]=2)[C:15]([O:17][CH3:18])=[O:16])(=[O:10])=[O:11])[CH:8]=1)[CH3:1])=[O:37])([CH3:40])([CH3:41])[CH3:42]. The yield is 0.980. (6) The reactants are [Br:1][C:2]1[CH:7]=[CH:6][C:5]([S:8](Cl)(=[O:10])=[O:9])=[CH:4][CH:3]=1.[NH2:12][C@@H:13]([C:17]([O:19][CH3:20])=[O:18])[CH:14]([CH3:16])[CH3:15].CCN(C(C)C)C(C)C. The catalyst is ClCCl. The product is [CH3:20][O:19][C:17](=[O:18])[CH:13]([NH:12][S:8]([C:5]1[CH:6]=[CH:7][C:2]([Br:1])=[CH:3][CH:4]=1)(=[O:10])=[O:9])[CH:14]([CH3:16])[CH3:15]. The yield is 0.960. (7) The product is [NH2:14][C:9]1[CH:8]=[C:7]2[C:12]([CH:13]=[C:4]([CH:2]([OH:1])[CH3:3])[CH:5]=[N:6]2)=[CH:11][CH:10]=1. The catalyst is [Pd].CO. The reactants are [OH:1][CH:2]([C:4]1[CH:5]=[N:6][C:7]2[C:12]([CH:13]=1)=[CH:11][CH:10]=[C:9]([NH:14]C(=O)OCC1C=CC=CC=1)[CH:8]=2)[CH3:3]. The yield is 0.920. (8) The reactants are [NH2:1][C:2]1[N:3]=[C:4](S(C)(=O)=O)[C:5]2[N:10]=[C:9]([CH:11]3[CH2:13][CH2:12]3)[S:8][C:6]=2[N:7]=1.[C:18]([O-])([O-])=[O:19].[K+].[K+]. The catalyst is O1CCOCC1.CO. The product is [NH2:1][C:2]1[N:3]=[C:4]([O:19][CH3:18])[C:5]2[N:10]=[C:9]([CH:11]3[CH2:13][CH2:12]3)[S:8][C:6]=2[N:7]=1. The yield is 0.900.